From a dataset of Forward reaction prediction with 1.9M reactions from USPTO patents (1976-2016). Predict the product of the given reaction. (1) Given the reactants [N+:1]([C:4]1[CH:11]=[CH:10][C:7]([CH:8]=[O:9])=[CH:6][CH:5]=1)([O-:3])=[O:2].[CH3:12][C:13]([C:15]1[CH:20]=[CH:19][C:18]([N+:21]([O-:23])=[O:22])=[CH:17][CH:16]=1)=O, predict the reaction product. The product is: [N+:21]([C:18]1[CH:19]=[CH:20][C:15]([CH:13]=[CH:12][C:8]([C:7]2[CH:6]=[CH:5][C:4]([N+:1]([O-:3])=[O:2])=[CH:11][CH:10]=2)=[O:9])=[CH:16][CH:17]=1)([O-:23])=[O:22]. (2) The product is: [Br:1][C:2]1[CH:3]=[C:4]([O:9][CH3:13])[C:17](=[O:18])[N:15]([CH3:16])[CH:14]=1. Given the reactants [Br:1][C:2]1[CH:3]=[C:4]([OH:9])C(=O)NC=1.[H-].[Na+].I[CH3:13].[CH3:14][N:15]([CH:17]=[O:18])[CH3:16], predict the reaction product. (3) Given the reactants [CH:1]1([N:7]2[C:12](=[O:13])[CH2:11][C:10](=[O:14])[N:9]([CH:15]3[CH2:20][CH2:19][CH2:18][N:17]([C:21]([O:23][CH2:24][C:25]4[CH:30]=[CH:29][CH:28]=[CH:27][CH:26]=4)=[O:22])[CH2:16]3)[C:8]2=[O:31])[CH2:6][CH2:5][CH2:4][CH2:3][CH2:2]1.C(N(C(C)C)CC)(C)C.[N:41]([CH2:44][C:45]([O:47][CH2:48][CH3:49])=[O:46])=[C:42]=[O:43], predict the reaction product. The product is: [CH:1]1([N:7]2[C:12](=[O:13])[C:11]([C:42]([NH:41][CH2:44][C:45]([O:47][CH2:48][CH3:49])=[O:46])=[O:43])=[C:10]([OH:14])[N:9]([CH:15]3[CH2:20][CH2:19][CH2:18][N:17]([C:21]([O:23][CH2:24][C:25]4[CH:26]=[CH:27][CH:28]=[CH:29][CH:30]=4)=[O:22])[CH2:16]3)[C:8]2=[O:31])[CH2:6][CH2:5][CH2:4][CH2:3][CH2:2]1. (4) Given the reactants [F:1][C:2]1[CH:7]=[CH:6][C:5]([C:8]2[O:12][N:11]=[C:10]([C:13]([N:15]3[CH2:20][C@H](C=C)[NH:18][C:17](=[O:23])[C@@H:16]3[CH2:24][CH:25]([CH3:27])[CH3:26])=[O:14])[CH:9]=2)=[CH:4][CH:3]=1.OOS([O-])=O.[K+].[O-]S([O-])=O.[Na+].[Na+].CC[O:42][C:43]([CH3:45])=[O:44], predict the reaction product. The product is: [F:1][C:2]1[CH:3]=[CH:4][C:5]([C:8]2[O:12][N:11]=[C:10]([C:13]([N:15]3[C@@H:16]([CH2:24][CH:25]([CH3:26])[CH3:27])[C:17](=[O:23])[NH:18][C@@H:45]([C:43]([OH:42])=[O:44])[CH2:20]3)=[O:14])[CH:9]=2)=[CH:6][CH:7]=1. (5) Given the reactants [CH3:1][O:2][C:3]1[CH:4]=[CH:5][C:6]([C:15]([OH:17])=O)=[C:7]2[C:11]=1[O:10][C:9]([CH2:12][O:13][CH3:14])=[CH:8]2.[CH3:18][N:19]1[C:23]([NH2:24])=[C:22]([CH3:25])[CH:21]=[N:20]1, predict the reaction product. The product is: [CH3:18][N:19]1[C:23]([NH:24][C:15]([C:6]2[CH:5]=[CH:4][C:3]([O:2][CH3:1])=[C:11]3[O:10][C:9]([CH2:12][O:13][CH3:14])=[CH:8][C:7]=23)=[O:17])=[C:22]([CH3:25])[CH:21]=[N:20]1. (6) Given the reactants [CH3:1][O:2][C:3]1[CH:4]=[C:5]2[C:9](=[CH:10][C:11]=1[O:12][CH3:13])[N:8]([CH2:14][C:15]([OH:17])=O)[CH:7]=[C:6]2[C:18]1[NH:26][C:21]2=[N:22][CH:23]=[CH:24][CH:25]=[C:20]2[CH:19]=1.[OH:27][CH:28]1[CH2:33][CH2:32][NH:31][CH2:30][CH2:29]1, predict the reaction product. The product is: [CH3:1][O:2][C:3]1[CH:4]=[C:5]2[C:9](=[CH:10][C:11]=1[O:12][CH3:13])[N:8]([CH2:14][C:15]([N:31]1[CH2:32][CH2:33][CH:28]([OH:27])[CH2:29][CH2:30]1)=[O:17])[CH:7]=[C:6]2[C:18]1[NH:26][C:21]2=[N:22][CH:23]=[CH:24][CH:25]=[C:20]2[CH:19]=1. (7) Given the reactants [Cl:1][C:2]1[C:7](Cl)=[CH:6][C:5]([Cl:9])=[CH:4][N:3]=1.[CH2:10]([O:12][CH2:13][CH2:14]O)[CH3:11].[H-].[Na+], predict the reaction product. The product is: [Cl:9][C:5]1[C:4]([CH2:11][CH2:10][O:12][CH2:13][CH3:14])=[N:3][C:2]([Cl:1])=[CH:7][CH:6]=1.